Dataset: Catalyst prediction with 721,799 reactions and 888 catalyst types from USPTO. Task: Predict which catalyst facilitates the given reaction. Reactant: [O:1]1[CH2:3][C@@H:2]1[CH2:4][O:5][C:6]1[CH:7]=[C:8]([C:12]2[C:20]3[C:15](=[N:16][CH:17]=[CH:18][CH:19]=3)[O:14][N:13]=2)[CH:9]=[CH:10][CH:11]=1.[Cl:21][C:22]1[CH:23]=[C:24]([CH:32]=[CH:33][CH:34]=1)[O:25][CH:26]1[CH2:31][CH2:30][NH:29][CH2:28][CH2:27]1. Product: [Cl:21][C:22]1[CH:23]=[C:24]([CH:32]=[CH:33][CH:34]=1)[O:25][CH:26]1[CH2:27][CH2:28][N:29]([CH2:3][C@@H:2]([OH:1])[CH2:4][O:5][C:6]2[CH:11]=[CH:10][CH:9]=[C:8]([C:12]3[C:20]4[C:15](=[N:16][CH:17]=[CH:18][CH:19]=4)[O:14][N:13]=3)[CH:7]=2)[CH2:30][CH2:31]1. The catalyst class is: 8.